From a dataset of Reaction yield outcomes from USPTO patents with 853,638 reactions. Predict the reaction yield, written as a fraction of the theoretical maximum amount of product (1.0 means a 100% yield; for example, 0.34 means a 34% yield). The reactants are [OH:1][C:2]1[C:7]([C:8]2[S:9][CH:10]=[CH:11][CH:12]=2)=[N:6][NH:5][C:4](=[O:13])[C:3]=1[C:14]1[NH:19][C:18]2[CH:20]=[CH:21][C:22]([I:24])=[CH:23][C:17]=2[S:16](=[O:26])(=[O:25])[N:15]=1.[H-].[Na+].Br[CH2:30][C:31]1[CH:35]=[CH:34][S:33][CH:32]=1. The catalyst is CN(C)C=O.C(OCC)(=O)C. The product is [OH:1][C:2]1[C:7]([C:8]2[S:9][CH:10]=[CH:11][CH:12]=2)=[N:6][N:5]([CH2:30][C:31]2[CH:35]=[CH:34][S:33][CH:32]=2)[C:4](=[O:13])[C:3]=1[C:14]1[NH:15][S:16](=[O:26])(=[O:25])[C:17]2[CH:23]=[C:22]([I:24])[CH:21]=[CH:20][C:18]=2[N:19]=1. The yield is 0.410.